Dataset: Full USPTO retrosynthesis dataset with 1.9M reactions from patents (1976-2016). Task: Predict the reactants needed to synthesize the given product. (1) Given the product [ClH:19].[Br:1][C:2]1[C:11]2[O:10][C:9]([CH3:13])([CH3:12])[CH2:8][NH:7][C:6]=2[CH:5]=[CH:4][CH:3]=1, predict the reactants needed to synthesize it. The reactants are: [Br:1][C:2]1[C:11]2[O:10][C:9]([CH3:13])([CH3:12])[C:8](=O)[NH:7][C:6]=2[CH:5]=[CH:4][CH:3]=1.CSC.B.[ClH:19]. (2) Given the product [N:1]1[CH:6]=[CH:5][CH:4]=[CH:3][C:2]=1[CH2:7][CH2:8][SiH:9]([Cl:11])[Cl:10], predict the reactants needed to synthesize it. The reactants are: [N:1]1[CH:6]=[CH:5][CH:4]=[CH:3][C:2]=1[CH2:7][CH2:8][Si:9](Cl)([Cl:11])[Cl:10].C[SiH](Cl)Cl. (3) Given the product [F:29][C:26]1[CH:25]=[CH:24][C:23]([CH:10]([N:9]2[CH2:2][CH2:3][CH2:4][C:5]2=[O:6])[CH:11]([OH:12])[C:13]2[CH:14]=[CH:15][CH:16]=[C:17]3[C:22]=2[N:21]=[CH:20][CH:19]=[CH:18]3)=[CH:28][CH:27]=1, predict the reactants needed to synthesize it. The reactants are: Cl[CH2:2][CH2:3][CH2:4][C:5](Cl)=[O:6].Cl.[NH2:9][CH:10]([C:23]1[CH:28]=[CH:27][C:26]([F:29])=[CH:25][CH:24]=1)[CH:11]([C:13]1[CH:14]=[CH:15][CH:16]=[C:17]2[C:22]=1[N:21]=[CH:20][CH:19]=[CH:18]2)[OH:12].C(N(CC)CC)C.[OH-].[Na+].[I-].[K+].P([O-])(O)(O)=O.[Na+]. (4) The reactants are: [NH2:1][C:2]1[CH:7]=[CH:6][CH:5]=[CH:4][C:3]=1[NH:8][CH:9]1[CH2:14][CH2:13][N:12]([C:15]2[CH:20]=[C:19]([CH3:21])[CH:18]=[CH:17][C:16]=2[NH:22][C:23](=[O:25])[CH3:24])[CH2:11][CH2:10]1.[N:26]#[C:27]Br. Given the product [NH2:26][C:27]1[N:8]([CH:9]2[CH2:14][CH2:13][N:12]([C:15]3[CH:20]=[C:19]([CH3:21])[CH:18]=[CH:17][C:16]=3[NH:22][C:23](=[O:25])[CH3:24])[CH2:11][CH2:10]2)[C:3]2[CH:4]=[CH:5][CH:6]=[CH:7][C:2]=2[N:1]=1, predict the reactants needed to synthesize it. (5) Given the product [C:1]([O:5][C:6](=[O:36])[NH:7][CH:8]([C:21]1[CH:26]=[CH:25][C:24]([C:27](=[O:35])[NH:28][C:29]2[CH:34]=[CH:33][N:32]=[CH:31][CH:30]=2)=[CH:23][CH:22]=1)[CH2:9][NH2:10])([CH3:4])([CH3:2])[CH3:3], predict the reactants needed to synthesize it. The reactants are: [C:1]([O:5][C:6](=[O:36])[NH:7][CH:8]([C:21]1[CH:26]=[CH:25][C:24]([C:27](=[O:35])[NH:28][C:29]2[CH:34]=[CH:33][N:32]=[CH:31][CH:30]=2)=[CH:23][CH:22]=1)[CH2:9][NH:10]C(OCC1C=CC=CC=1)=O)([CH3:4])([CH3:3])[CH3:2].C(O)(=O)C. (6) The reactants are: [Br:1][C:2]1[C:8]([F:9])=[CH:7][C:5]([NH2:6])=[C:4]([C:10]#[C:11][Si](C)(C)C)[CH:3]=1.O. Given the product [Br:1][C:2]1[CH:3]=[C:4]2[C:5](=[CH:7][C:8]=1[F:9])[NH:6][CH:11]=[CH:10]2, predict the reactants needed to synthesize it. (7) Given the product [Cl:1][C:2]1[CH:3]=[N:4][C:5]2[C:10]([CH:11]=1)=[CH:9][C:8]([CH2:12][C:13]1[CH:14]=[C:15]([CH:19]=[CH:20][N:21]=1)[C:16]([NH:22][CH2:23][C:24]1[C:29]([CH3:30])=[N:28][C:27]([N:31]([CH3:33])[CH3:32])=[CH:26][CH:25]=1)=[O:18])=[CH:7][CH:6]=2, predict the reactants needed to synthesize it. The reactants are: [Cl:1][C:2]1[CH:3]=[N:4][C:5]2[C:10]([CH:11]=1)=[CH:9][C:8]([CH2:12][C:13]1[CH:14]=[C:15]([CH:19]=[CH:20][N:21]=1)[C:16]([OH:18])=O)=[CH:7][CH:6]=2.[NH2:22][CH2:23][C:24]1[CH:25]=[CH:26][C:27]([N:31]([CH3:33])[CH3:32])=[N:28][C:29]=1[CH3:30].CN(C(ON1N=NC2C=CC=NC1=2)=[N+](C)C)C.F[P-](F)(F)(F)(F)F.CCN(CC)CC. (8) The reactants are: C(OC([NH:8][CH2:9][CH2:10][CH2:11][CH2:12][CH2:13][CH2:14][CH2:15][CH2:16][O:17][C:18]1[C:41]([O:42][CH3:43])=[CH:40][C:21]2[C:22]3[N:27]([CH:28]([C:30]([CH3:33])([CH3:32])[CH3:31])[CH2:29][C:20]=2[CH:19]=1)[CH:26]=[C:25]([C:34]([O:36]CC)=[O:35])[C:24](=[O:39])[CH:23]=3)=O)(C)(C)C.O[Li].O.Cl.C([O-])(O)=O.[Na+]. Given the product [NH2:8][CH2:9][CH2:10][CH2:11][CH2:12][CH2:13][CH2:14][CH2:15][CH2:16][O:17][C:18]1[C:41]([O:42][CH3:43])=[CH:40][C:21]2[C:22]3[N:27]([CH:28]([C:30]([CH3:33])([CH3:32])[CH3:31])[CH2:29][C:20]=2[CH:19]=1)[CH:26]=[C:25]([C:34]([OH:36])=[O:35])[C:24](=[O:39])[CH:23]=3, predict the reactants needed to synthesize it. (9) Given the product [CH3:15][O:16][C:17]1[CH:25]=[CH:24][C:20]([CH2:21][CH2:22][NH:23][C:10]2[C:9]3[C:4](=[N:5][C:6]([CH3:14])=[C:7]([CH3:13])[N:8]=3)[N:3]=[C:2]([CH3:1])[N:11]=2)=[CH:19][CH:18]=1, predict the reactants needed to synthesize it. The reactants are: [CH3:1][C:2]1[NH:3][C:4]2[C:9]([C:10](=O)[N:11]=1)=[N:8][C:7]([CH3:13])=[C:6]([CH3:14])[N:5]=2.[CH3:15][O:16][C:17]1[CH:25]=[CH:24][C:20]([CH2:21][CH2:22][NH2:23])=[CH:19][CH:18]=1.S([O-])([O-])(=O)=O.[NH4+].[NH4+].C(Cl)Cl.